This data is from Full USPTO retrosynthesis dataset with 1.9M reactions from patents (1976-2016). The task is: Predict the reactants needed to synthesize the given product. (1) Given the product [Br:1][C:2]1[CH:7]=[C:6]([F:8])[CH:5]=[CH:4][C:3]=1[C@H:9]1[C:14]([C:15]([O:17][CH2:18][CH3:19])=[O:16])=[C:13]([CH2:20][Br:33])[NH:12][C:11]([C:21]2[S:22][CH:23]=[CH:24][N:25]=2)=[N:10]1, predict the reactants needed to synthesize it. The reactants are: [Br:1][C:2]1[CH:7]=[C:6]([F:8])[CH:5]=[CH:4][C:3]=1[C@H:9]1[C:14]([C:15]([O:17][CH2:18][CH3:19])=[O:16])=[C:13]([CH3:20])[NH:12][C:11]([C:21]2[S:22][CH:23]=[CH:24][N:25]=2)=[N:10]1.C1C(=O)N([Br:33])C(=O)C1. (2) The reactants are: [F:1][C:2]1[C:10](C(O)=O)=[CH:9][CH:8]=[C:7]2[C:3]=1[C:4]([C:33]1[CH:38]=[CH:37][CH:36]=[C:35]([F:39])[CH:34]=1)=[N:5][N:6]2[C:14]([C:27]1[CH:32]=[CH:31][CH:30]=[CH:29][CH:28]=1)([C:21]1[CH:26]=[CH:25][CH:24]=[CH:23][CH:22]=1)[C:15]1[CH:20]=[CH:19][CH:18]=[CH:17][CH:16]=1.C([N:42]([CH2:45]C)CC)C.C1(P(N=[N+]=[N-])(C2C=CC=CC=2)=[O:54])C=CC=CC=1.[CH2:64]([OH:71])[C:65]1[CH:70]=[CH:69][CH:68]=[CH:67][CH:66]=1. Given the product [CH2:64]([O:71][C:45](=[O:54])[NH:42][C:10]1[C:2]([F:1])=[C:3]2[C:7](=[CH:8][CH:9]=1)[N:6]([C:14]([C:27]1[CH:28]=[CH:29][CH:30]=[CH:31][CH:32]=1)([C:15]1[CH:16]=[CH:17][CH:18]=[CH:19][CH:20]=1)[C:21]1[CH:22]=[CH:23][CH:24]=[CH:25][CH:26]=1)[N:5]=[C:4]2[C:33]1[CH:38]=[CH:37][CH:36]=[C:35]([F:39])[CH:34]=1)[C:65]1[CH:70]=[CH:69][CH:68]=[CH:67][CH:66]=1, predict the reactants needed to synthesize it. (3) Given the product [ClH:1].[Cl:1][C:2]1[C:35]([C:36]([F:37])([F:38])[F:39])=[CH:34][CH:33]=[CH:32][C:3]=1[CH2:4][N:5]([CH2:20][CH:21]([O:28][C:29](=[O:31])[CH3:30])[C:22]1[CH:23]=[CH:24][CH:25]=[CH:26][CH:27]=1)[CH2:6][CH2:7][CH2:8][O:9][C:10]1[CH:11]=[C:12]([CH2:16][C:17]([OH:19])=[O:18])[CH:13]=[CH:14][CH:15]=1, predict the reactants needed to synthesize it. The reactants are: [Cl:1][C:2]1[C:35]([C:36]([F:39])([F:38])[F:37])=[CH:34][CH:33]=[CH:32][C:3]=1[CH2:4][N:5]([CH2:20][CH:21]([O:28][C:29](=[O:31])[CH3:30])[C:22]1[CH:27]=[CH:26][CH:25]=[CH:24][CH:23]=1)[CH2:6][CH2:7][CH2:8][O:9][C:10]1[CH:11]=[C:12]([CH2:16][C:17]([OH:19])=[O:18])[CH:13]=[CH:14][CH:15]=1.Cl. (4) Given the product [F:32][C:2]([F:1])([F:31])[C:3]1[CH:4]=[C:5]([C:9]2[C@:10]3([CH2:26][CH2:25][C@H:24]4[C@@H:15]([CH2:16][CH2:17][C:18]5[CH:19]=[C:20]([C:27]([OH:29])=[O:28])[CH:21]=[CH:22][C:23]=54)[C@@H:12]3[CH2:13][CH:14]=2)[CH3:11])[CH:6]=[N:7][CH:8]=1, predict the reactants needed to synthesize it. The reactants are: [F:1][C:2]([F:32])([F:31])[C:3]1[CH:4]=[C:5]([C:9]2[C@:10]3([CH2:26][CH2:25][C@H:24]4[C@@H:15]([CH2:16][CH2:17][C:18]5[CH:19]=[C:20]([C:27]([O:29]C)=[O:28])[CH:21]=[CH:22][C:23]=54)[C@@H:12]3[CH2:13][CH:14]=2)[CH3:11])[CH:6]=[N:7][CH:8]=1.[OH-].[Li+].C(O)(=O)CC(CC(O)=O)(C(O)=O)O.